This data is from Reaction yield outcomes from USPTO patents with 853,638 reactions. The task is: Predict the reaction yield, written as a fraction of the theoretical maximum amount of product (1.0 means a 100% yield; for example, 0.34 means a 34% yield). (1) The reactants are [F:1][C:2]1[C:15]([NH:16][CH2:17][C:18]2[CH:23]=[C:22]([CH3:24])[CH:21]=[C:20]([C:25]3[CH:30]=[CH:29][CH:28]=[C:27]([F:31])[CH:26]=3)[CH:19]=2)=[C:14]([F:32])[CH:13]=[CH:12][C:3]=1[O:4][CH2:5][C:6]([O:8]C(C)C)=[O:7].[OH-].[Na+]. The catalyst is C1COCC1. The product is [F:1][C:2]1[C:15]([NH:16][CH2:17][C:18]2[CH:23]=[C:22]([CH3:24])[CH:21]=[C:20]([C:25]3[CH:30]=[CH:29][CH:28]=[C:27]([F:31])[CH:26]=3)[CH:19]=2)=[C:14]([F:32])[CH:13]=[CH:12][C:3]=1[O:4][CH2:5][C:6]([OH:8])=[O:7]. The yield is 0.440. (2) The reactants are [CH3:1][O:2][C:3]([C:5]1[C:6]2[CH:7]=[C:8](C3C=CC=C(CO)C=3)[NH:9][C:10]=2[CH:11]=[C:12]([NH:14][C:15]([C@@H:17]2[CH2:19][C@H:18]2[C:20]2[CH:25]=[CH:24][CH:23]=[CH:22][CH:21]=2)=[O:16])[CH:13]=1)=[O:4].N1C(C)=CC(C)=CC=1C.C1(N)CCC1.C(N(CC)CC)C.C(OC(OC(C)(C)C)=O)(OC(C)(C)C)=O. The catalyst is ClCCl. The product is [CH3:1][O:2][C:3]([C:5]1[C:6]2[CH:7]=[CH:8][NH:9][C:10]=2[CH:11]=[C:12]([NH:14][C:15]([CH:17]2[CH2:19][CH:18]2[C:20]2[CH:25]=[CH:24][CH:23]=[CH:22][CH:21]=2)=[O:16])[CH:13]=1)=[O:4]. The yield is 0.400. (3) The reactants are [F:1][C:2]1[CH:7]=[CH:6][C:5]([N:8]([CH2:12][C:13]2[S:17][C:16]([C:18]3[CH:33]=[CH:32][C:21]([CH2:22][NH:23][CH:24]4[CH2:29][O:28]C(C)(C)[O:26][CH2:25]4)=[CH:20][CH:19]=3)=[CH:15][CH:14]=2)[CH:9]([CH3:11])[CH3:10])=[CH:4][CH:3]=1.CO.Cl. The catalyst is C(Cl)Cl. The product is [F:1][C:2]1[CH:3]=[CH:4][C:5]([N:8]([CH2:12][C:13]2[S:17][C:16]([C:18]3[CH:19]=[CH:20][C:21]([CH2:22][NH:23][CH:24]([CH2:25][OH:26])[CH2:29][OH:28])=[CH:32][CH:33]=3)=[CH:15][CH:14]=2)[CH:9]([CH3:10])[CH3:11])=[CH:6][CH:7]=1. The yield is 0.480. (4) The reactants are [C:1]([O:5][C:6]([NH:8][C@H:9]1[C@H:13]([OH:14])[CH2:12][N:11]([C:15]([O:17][CH2:18][C:19]2[CH:24]=[CH:23][CH:22]=[CH:21][CH:20]=2)=[O:16])[CH2:10]1)=[O:7])([CH3:4])([CH3:3])[CH3:2].[H-].[Na+].[CH2:27](Br)[CH:28]=[CH2:29]. The catalyst is C1COCC1. The product is [CH2:29]([O:14][C@H:13]1[C@H:9]([NH:8][C:6]([O:5][C:1]([CH3:4])([CH3:2])[CH3:3])=[O:7])[CH2:10][N:11]([C:15]([O:17][CH2:18][C:19]2[CH:24]=[CH:23][CH:22]=[CH:21][CH:20]=2)=[O:16])[CH2:12]1)[CH:28]=[CH2:27]. The yield is 0.720. (5) The reactants are [NH2:1][CH2:2][C:3]1[N:7]=[C:6]([C@H:8]([CH2:17][CH2:18][CH2:19][CH:20]2[CH2:25][CH2:24][CH2:23][CH2:22][CH2:21]2)[CH2:9][C:10]([O:12][C:13]([CH3:16])([CH3:15])[CH3:14])=[O:11])[O:5][N:4]=1.N1C(C)=CC=CC=1C.[CH:34]([S:37](Cl)(=[O:39])=[O:38])([CH3:36])[CH3:35]. The catalyst is C(Cl)Cl. The product is [CH:20]1([CH2:19][CH2:18][CH2:17][C@@H:8]([C:6]2[O:5][N:4]=[C:3]([CH2:2][NH:1][S:37]([CH:34]([CH3:36])[CH3:35])(=[O:39])=[O:38])[N:7]=2)[CH2:9][C:10]([O:12][C:13]([CH3:15])([CH3:16])[CH3:14])=[O:11])[CH2:21][CH2:22][CH2:23][CH2:24][CH2:25]1. The yield is 0.560. (6) The reactants are [OH-].[Na+].C[O:4][C:5](=[O:40])[CH2:6][CH2:7][C:8]([C:10]1[C:18]2[C:13](=[CH:14][CH:15]=[C:16]([Cl:19])[CH:17]=2)[N:12]([CH2:20][C:21]2[CH:22]=[N:23][C:24]([C:27]3[C:32]4[O:33][C:34]5[CH:39]=[CH:38][CH:37]=[CH:36][C:35]=5[C:31]=4[CH:30]=[CH:29][CH:28]=3)=[CH:25][CH:26]=2)[CH:11]=1)=[O:9].Cl. The catalyst is O1CCCC1.CO.O. The product is [Cl:19][C:16]1[CH:17]=[C:18]2[C:13](=[CH:14][CH:15]=1)[N:12]([CH2:20][C:21]1[CH:22]=[N:23][C:24]([C:27]3[C:32]4[O:33][C:34]5[CH:39]=[CH:38][CH:37]=[CH:36][C:35]=5[C:31]=4[CH:30]=[CH:29][CH:28]=3)=[CH:25][CH:26]=1)[CH:11]=[C:10]2[C:8](=[O:9])[CH2:7][CH2:6][C:5]([OH:40])=[O:4]. The yield is 0.980. (7) The reactants are BrBr.[K+].[Br-:4].[CH2:5]([C:7]1[CH:8]=[CH:9][C:10]([CH:13]=[CH2:14])=[N:11][CH:12]=1)[CH3:6].[OH2:15]. No catalyst specified. The product is [Br:4][CH2:14][CH:13]([C:10]1[CH:9]=[CH:8][C:7]([CH2:5][CH3:6])=[CH:12][N:11]=1)[OH:15]. The yield is 0.860.